From a dataset of Reaction yield outcomes from USPTO patents with 853,638 reactions. Predict the reaction yield, written as a fraction of the theoretical maximum amount of product (1.0 means a 100% yield; for example, 0.34 means a 34% yield). (1) The reactants are [C:1]1([P:7]2(=O)[CH2:11][CH2:10][CH2:9][C:8]2=[CH2:12])[CH:6]=[CH:5][CH:4]=[CH:3][CH:2]=1.C1([SiH3])C=CC=CC=1. The catalyst is C1(C)C=CC=CC=1. The product is [C:1]1([P:7]2[CH2:11][CH2:10][CH2:9][C:8]2=[CH2:12])[CH:6]=[CH:5][CH:4]=[CH:3][CH:2]=1. The yield is 0.950. (2) The reactants are Cl.C(N=C=NCCCN(C)C)C.[Cl:13][CH2:14][C:15]1[CH:23]=[CH:22][C:18]([C:19]([OH:21])=O)=[CH:17][CH:16]=1.Cl.[CH3:25][O:26][C:27]([C:29]1([NH2:35])[CH2:34][CH2:33][CH2:32][CH2:31][CH2:30]1)=[O:28].C(N(CC)CC)C.ON1C2C=CC=CC=2N=N1. The catalyst is C(Cl)Cl. The product is [CH3:25][O:26][C:27]([C:29]1([NH:35][C:19]([C:18]2[CH:17]=[CH:16][C:15]([CH2:14][Cl:13])=[CH:23][CH:22]=2)=[O:21])[CH2:30][CH2:31][CH2:32][CH2:33][CH2:34]1)=[O:28]. The yield is 0.530. (3) The reactants are [CH2:1]([O:8][C:9]([NH:11][C@@H:12]1[CH2:17][C@H:16](OS(C)(=O)=O)[CH2:15][CH2:14][C@@H:13]1[C:23]([O:25][CH3:26])=[O:24])=[O:10])[C:2]1[CH:7]=[CH:6][CH:5]=[CH:4][CH:3]=1.[N-:27]=[N+:28]=[N-:29].[Na+].C([O-])(O)=O.[Na+].O. The catalyst is CN(C)C=O. The product is [N:27]([C@H:16]1[CH2:15][CH2:14][C@H:13]([C:23]([O:25][CH3:26])=[O:24])[C@H:12]([NH:11][C:9]([O:8][CH2:1][C:2]2[CH:7]=[CH:6][CH:5]=[CH:4][CH:3]=2)=[O:10])[CH2:17]1)=[N+:28]=[N-:29]. The yield is 0.720. (4) The reactants are [NH2:1][C:2]1[C:11]2[C:6](=[C:7](Br)[CH:8]=[CH:9][CH:10]=2)[N:5]=[N:4][C:3]=1[C:13]([NH:15][CH2:16][CH2:17][CH3:18])=[O:14].[CH3:19][O:20][C:21]1[CH:22]=[C:23](B2OC(C)(C)C(C)(C)O2)[CH:24]=[C:25]([O:27][CH3:28])[CH:26]=1. No catalyst specified. The product is [NH2:1][C:2]1[C:11]2[C:6](=[C:7]([C:23]3[CH:22]=[C:21]([O:20][CH3:19])[CH:26]=[C:25]([O:27][CH3:28])[CH:24]=3)[CH:8]=[CH:9][CH:10]=2)[N:5]=[N:4][C:3]=1[C:13]([NH:15][CH2:16][CH2:17][CH3:18])=[O:14]. The yield is 0.939. (5) The reactants are C(O[C:5](=[O:11])[C@H:6]([CH:8]([CH3:10])[CH3:9])[NH2:7])C=C.[CH2:12]1[CH2:18][S:15](=[O:17])(=[O:16])[O:14][CH2:13]1.O1C[CH2:22][CH2:21][CH2:20]1. The catalyst is O1CCOCC1.CO. The product is [CH:8]([C@H:6]([NH:7][CH2:13][CH2:12][CH2:18][S:15]([OH:14])(=[O:17])=[O:16])[C:5](=[O:11])[CH2:22][CH:21]=[CH2:20])([CH3:9])[CH3:10]. The yield is 0.260. (6) The reactants are [CH:1]1([C:4]2[O:5][C:6]3[C:12](I)=[CH:11][C:10]([NH:14][S:15]([CH2:18][CH3:19])(=[O:17])=[O:16])=[CH:9][C:7]=3[CH:8]=2)[CH2:3][CH2:2]1.[CH3:20][N:21]1[CH:26]=[C:25](B2OC(C)(C)C(C)(C)O2)[CH:24]=[C:23]([CH3:36])[C:22]1=[O:37].C([O-])([O-])=O.[K+].[K+].O. The catalyst is CN(C=O)C.C1C=CC(P(C2C=CC=CC=2)[C-]2C=CC=C2)=CC=1.C1C=CC(P(C2C=CC=CC=2)[C-]2C=CC=C2)=CC=1.Cl[Pd]Cl.[Fe+2]. The product is [CH:1]1([C:4]2[O:5][C:6]3[C:12]([C:25]4[CH:24]=[C:23]([CH3:36])[C:22](=[O:37])[N:21]([CH3:20])[CH:26]=4)=[CH:11][C:10]([NH:14][S:15]([CH2:18][CH3:19])(=[O:17])=[O:16])=[CH:9][C:7]=3[CH:8]=2)[CH2:3][CH2:2]1. The yield is 0.470. (7) The reactants are C(N(CC)CC)C.[CH3:8][C@:9]12[C:15]([CH3:17])([CH3:16])[C@H:12]([CH2:13][CH2:14]1)[CH:11]([C:18](Cl)=[O:19])[C:10]2=O.C(O[C:27]([NH:29][N:30]([C:32]1[CH:37]=[C:36]([Cl:38])[CH:35]=[CH:34][C:33]=1[Cl:39])C)=O)(C)(C)C.Cl.O1CCOCC1. The catalyst is ClCCCl.ClCCl. The product is [Cl:39][C:33]1[CH:34]=[CH:35][C:36]([Cl:38])=[CH:37][C:32]=1[N:30]1[C:18](=[O:19])[C:11]2[C@@H:12]3[C:15]([CH3:17])([CH3:16])[C@@:9]([CH3:8])([CH2:14][CH2:13]3)[C:10]=2[N:29]1[CH3:27]. The yield is 0.440.